This data is from HIV replication inhibition screening data with 41,000+ compounds from the AIDS Antiviral Screen. The task is: Binary Classification. Given a drug SMILES string, predict its activity (active/inactive) in a high-throughput screening assay against a specified biological target. The compound is CCOC(=O)c1c(Br)c(-c2ccc(Br)cc2)c(Br)n1C. The result is 0 (inactive).